This data is from Full USPTO retrosynthesis dataset with 1.9M reactions from patents (1976-2016). The task is: Predict the reactants needed to synthesize the given product. Given the product [CH3:1][O:2][CH2:3][CH2:4][CH2:5][O:6][C:7]1[CH:14]=[C:13]([CH3:15])[CH:12]=[CH:11][C:8]=1[CH2:9][OH:10], predict the reactants needed to synthesize it. The reactants are: [CH3:1][O:2][CH2:3][CH2:4][CH2:5][O:6][C:7]1[CH:14]=[C:13]([CH3:15])[CH:12]=[CH:11][C:8]=1[CH:9]=[O:10].[BH4-].[Na+].O.